This data is from Full USPTO retrosynthesis dataset with 1.9M reactions from patents (1976-2016). The task is: Predict the reactants needed to synthesize the given product. (1) Given the product [CH3:3][O:4][C:9]1[C:14]([C:15]#[N:16])=[C:13]([CH3:17])[C:12]([C@@H:18]2[O:23][CH2:22][C@H:21]3[CH2:24][NH:25][CH2:26][CH2:27][N:20]3[CH2:19]2)=[CH:11][CH:10]=1, predict the reactants needed to synthesize it. The reactants are: FC(F)(F)[C:3](O)=[O:4].F[C:9]1[C:14]([C:15]#[N:16])=[C:13]([CH3:17])[C:12]([C@@H:18]2[O:23][CH2:22][C@H:21]3[CH2:24][NH:25][CH2:26][CH2:27][N:20]3[CH2:19]2)=[CH:11][CH:10]=1.C(=O)([O-])[O-].[Na+].[Na+]. (2) Given the product [F:43][C:42]([F:45])([F:44])[S:39]([O:20][C:17]1[CH:18]=[C:19]2[C:14]([O:13][C:12]3[CH:11]=[CH:10][C:9]([NH2:22])=[CH:8][C:7]=3[C@:6]32[CH2:5][CH2:4][O:3][C:2]([NH2:1])=[N:23]3)=[C:15]([F:21])[CH:16]=1)(=[O:41])=[O:40], predict the reactants needed to synthesize it. The reactants are: [NH2:1][C:2]1[O:3][CH2:4][CH2:5][C@@:6]2([N:23]=1)[C:19]1[CH:18]=[C:17]([OH:20])[CH:16]=[C:15]([F:21])[C:14]=1[O:13][C:12]1[C:7]2=[CH:8][C:9]([NH2:22])=[CH:10][CH:11]=1.C(N(CC)CC)C.ClC1C=CC(N([S:39]([C:42]([F:45])([F:44])[F:43])(=[O:41])=[O:40])[S:39]([C:42]([F:45])([F:44])[F:43])(=[O:41])=[O:40])=NC=1. (3) Given the product [CH2:24]([O:23][C:20]1[CH:21]=[CH:22][C:17]([C:14]2[CH:13]=[CH:12][C:11]([C:9]([OH:10])=[O:8])=[CH:16][CH:15]=2)=[CH:18][CH:19]=1)[C:25]1[CH:26]=[CH:27][CH:28]=[CH:29][CH:30]=1, predict the reactants needed to synthesize it. The reactants are: C([O:8][C:9]([C:11]1[CH:16]=[CH:15][C:14]([C:17]2[CH:22]=[CH:21][C:20]([O:23][CH2:24][C:25]3[CH:30]=[CH:29][CH:28]=[CH:27][CH:26]=3)=[CH:19][CH:18]=2)=[CH:13][CH:12]=1)=[O:10])C1C=CC=CC=1.[OH-].[Na+].Cl. (4) Given the product [CH2:19]([O:21][C:22]1[C:23]([C:34]([C:9]2[CH:14]=[CH:13][N:12]=[C:11]([C:15]([F:18])([F:17])[F:16])[CH:10]=2)=[O:35])=[N:24][N:25]([C:27]2[CH:32]=[CH:31][C:30]([F:33])=[CH:29][CH:28]=2)[N:26]=1)[CH3:20], predict the reactants needed to synthesize it. The reactants are: [Cl-].[Li+].C([Mg]Cl)(C)C.I[C:9]1[CH:14]=[CH:13][N:12]=[C:11]([C:15]([F:18])([F:17])[F:16])[CH:10]=1.[CH2:19]([O:21][C:22]1[C:23]([C:34](N(OC)C)=[O:35])=[N:24][N:25]([C:27]2[CH:32]=[CH:31][C:30]([F:33])=[CH:29][CH:28]=2)[N:26]=1)[CH3:20].